This data is from Reaction yield outcomes from USPTO patents with 853,638 reactions. The task is: Predict the reaction yield, written as a fraction of the theoretical maximum amount of product (1.0 means a 100% yield; for example, 0.34 means a 34% yield). (1) The reactants are [CH3:1][O:2][C:3]([C:5]1[NH:6][C:7]2[C:12]([C:13](=[O:15])[CH:14]=1)=[CH:11][C:10]([O:16][CH3:17])=[CH:9][C:8]=2[Br:18])=[O:4].[H-].[Na+].[CH3:21][Si:22]([CH3:29])([CH3:28])[CH2:23][CH2:24][O:25][CH2:26]Cl.O. The catalyst is CN1CCCC1=O. The product is [CH3:1][O:2][C:3]([C:5]1[CH:14]=[C:13]([O:15][CH2:26][O:25][CH2:24][CH2:23][Si:22]([CH3:29])([CH3:28])[CH3:21])[C:12]2[C:7](=[C:8]([Br:18])[CH:9]=[C:10]([O:16][CH3:17])[CH:11]=2)[N:6]=1)=[O:4]. The yield is 1.00. (2) The yield is 1.00. The reactants are FC(F)(F)C(O)=O.C(OC([N:15]1[CH2:20][CH2:19][C:18]2[N:21]([CH2:31][CH:32]([OH:48])[CH2:33][N:34]3[CH2:39][CH2:38][N:37]([C:40]4[CH:45]=[CH:44][CH:43]=[CH:42][C:41]=4[C:46]#[N:47])[CH2:36][CH2:35]3)[N:22]=[C:23]([C:24]3[CH:29]=[CH:28][C:27]([I:30])=[CH:26][CH:25]=3)[C:17]=2[CH2:16]1)=O)(C)(C)C. The catalyst is C(Cl)Cl. The product is [OH:48][CH:32]([CH2:31][N:21]1[C:18]2[CH2:19][CH2:20][NH:15][CH2:16][C:17]=2[C:23]([C:24]2[CH:29]=[CH:28][C:27]([I:30])=[CH:26][CH:25]=2)=[N:22]1)[CH2:33][N:34]1[CH2:35][CH2:36][N:37]([C:40]2[CH:45]=[CH:44][CH:43]=[CH:42][C:41]=2[C:46]#[N:47])[CH2:38][CH2:39]1. (3) The reactants are [C:1]([C:3]1([C:9]([O:11][CH2:12][CH3:13])=[O:10])[CH2:8][CH2:7][CH2:6][CH2:5][CH2:4]1)#[N:2]. The catalyst is C(O)C.[Ni]. The product is [C:9]([NH:2][CH2:1][C:3]1([C:9]([O:11][CH2:12][CH3:13])=[O:10])[CH2:8][CH2:7][CH2:6][CH2:5][CH2:4]1)(=[O:10])[C:3]1[CH:8]=[CH:7][CH:6]=[CH:5][CH:4]=1. The yield is 0.630. (4) The product is [Cl:10][C:8]1[CH:7]=[CH:6][C:5]([CH:11]2[CH2:16][CH2:15][N:14]([CH2:17][CH2:18][N:19]3[C:24]4[CH:25]=[CH:26][CH:27]=[CH:28][C:23]=4[O:22][CH2:21][C:20]3=[O:29])[CH2:13][CH2:12]2)=[C:4]([CH:9]=1)[C:3]([OH:30])=[O:2]. The reactants are C[O:2][C:3](=[O:30])[C:4]1[CH:9]=[C:8]([Cl:10])[CH:7]=[CH:6][C:5]=1[CH:11]1[CH2:16][CH2:15][N:14]([CH2:17][CH2:18][N:19]2[C:24]3[CH:25]=[CH:26][CH:27]=[CH:28][C:23]=3[O:22][CH2:21][C:20]2=[O:29])[CH2:13][CH2:12]1.[OH-].[Na+].Cl. The catalyst is CO. The yield is 0.640. (5) The reactants are [F:1][C:2]1[CH:3]=[C:4]([NH:24][C:25]([C:27]2SC(C3C=CC=CC=3)=CN=2)=[O:26])[CH:5]=[CH:6][C:7]=1[O:8][C:9]1[CH:14]=[CH:13][N:12]=[C:11]2[CH:15]=[C:16]([C:18]3[N:19]([CH3:23])[CH:20]=[CH:21][N:22]=3)[S:17][C:10]=12.C1(C2SC(C(Cl)=O)=NC=2)C=CC=CC=1.[F:52][C:53]1C(C(Cl)=O)=[CH:57][CH:56]=[CH:55][C:54]=1[C:62]1[CH:67]=[CH:66][CH:65]=[CH:64][CH:63]=1. No catalyst specified. The product is [F:52][C:53]1[C:27]([C:25]([NH:24][C:4]2[CH:5]=[CH:6][C:7]([O:8][C:9]3[CH:14]=[CH:13][N:12]=[C:11]4[CH:15]=[C:16]([C:18]5[N:19]([CH3:23])[CH:20]=[CH:21][N:22]=5)[S:17][C:10]=34)=[C:2]([F:1])[CH:3]=2)=[O:26])=[CH:57][CH:56]=[CH:55][C:54]=1[C:62]1[CH:63]=[CH:64][CH:65]=[CH:66][CH:67]=1. The yield is 0.130. (6) The reactants are C1(S([N:10]2[CH:14]=[C:13]([C:15]([C:17]3[CH:22]=[C:21]([O:23][CH3:24])[C:20]([O:25][CH3:26])=[C:19]([O:27][CH3:28])[CH:18]=3)=[O:16])[N:12]=[C:11]2[C:29]2[CH:34]=[CH:33][C:32]([CH3:35])=[CH:31][CH:30]=2)(=O)=O)C=CC=CC=1.[F-].C([N+](CCCC)(CCCC)CCCC)CCC.C([O-])(O)=O.[Na+]. The catalyst is C1COCC1. The product is [C:32]1([CH3:35])[CH:31]=[CH:30][C:29]([C:11]2[NH:10][CH:14]=[C:13]([C:15]([C:17]3[CH:22]=[C:21]([O:23][CH3:24])[C:20]([O:25][CH3:26])=[C:19]([O:27][CH3:28])[CH:18]=3)=[O:16])[N:12]=2)=[CH:34][CH:33]=1. The yield is 0.885. (7) The reactants are [C:1]([O:4][CH2:5][CH:6]1[CH:11]=[CH:10][C@H:9]([NH:12][C:13]2[C:18]([N+:19]([O-])=O)=[CH:17][N:16]=[C:15]3[CH:22]=[CH:23][S:24][C:14]=23)[CH2:8][O:7]1)(=[O:3])[CH3:2]. The catalyst is [Pd].CO. The product is [C:1]([O:4][CH2:5][CH:6]1[CH2:11][CH2:10][C@H:9]([NH:12][C:13]2[C:18]([NH2:19])=[CH:17][N:16]=[C:15]3[CH:22]=[CH:23][S:24][C:14]=23)[CH2:8][O:7]1)(=[O:3])[CH3:2]. The yield is 0.750. (8) The catalyst is C1COCC1.O. The reactants are O.[OH-].[Li+].C[O:5][C:6](=[O:37])[CH2:7][C:8]1[C:17]([CH3:18])=[C:16]([C:19]2[CH:24]=[CH:23][C:22]([S:25]([C:28]3[CH:33]=[C:32]([Cl:34])[CH:31]=[CH:30][C:29]=3[Cl:35])(=[O:27])=[O:26])=[CH:21][CH:20]=2)[C:15]2[C:10](=[CH:11][CH:12]=[C:13]([F:36])[CH:14]=2)[CH:9]=1. The product is [Cl:35][C:29]1[CH:30]=[CH:31][C:32]([Cl:34])=[CH:33][C:28]=1[S:25]([C:22]1[CH:21]=[CH:20][C:19]([C:16]2[C:15]3[C:10](=[CH:11][CH:12]=[C:13]([F:36])[CH:14]=3)[CH:9]=[C:8]([CH2:7][C:6]([OH:37])=[O:5])[C:17]=2[CH3:18])=[CH:24][CH:23]=1)(=[O:26])=[O:27]. The yield is 0.840. (9) The reactants are [C:1]([C:4]1[CH:12]=[CH:11][C:7]([CH2:8][CH2:9]Br)=[CH:6][CH:5]=1)(=[O:3])[CH3:2].[Cl:13][C:14]1[CH:15]=[C:16]([C:21]2[NH:22][CH:23]=[C:24]([C:32]3[CH2:33][CH2:34][NH:35][CH2:36][CH:37]=3)[C:25]=2[C:26]2[CH:31]=[CH:30][N:29]=[CH:28][CH:27]=2)[CH:17]=[CH:18][C:19]=1[F:20].[ClH:38]. No catalyst specified. The product is [C:1]([C:4]1[CH:12]=[CH:11][C:7]([CH2:8][CH2:9][N:35]2[CH2:36][CH:37]=[C:32]([C:24]3[C:25]([C:26]4[CH:31]=[CH:30][N:29]=[CH:28][CH:27]=4)=[C:21]([C:16]4[CH:17]=[CH:18][C:19]([F:20])=[C:14]([Cl:13])[CH:15]=4)[NH:22][CH:23]=3)[CH2:33][CH2:34]2)=[CH:6][CH:5]=1)(=[O:3])[CH3:2].[ClH:38].[C:1]([C:4]1[CH:12]=[CH:11][C:7]([CH2:8][CH2:9][N:35]2[CH2:36][CH:37]=[C:32]([C:24]3[C:25]([C:26]4[CH:31]=[CH:30][N:29]=[CH:28][CH:27]=4)=[C:21]([C:16]4[CH:17]=[CH:18][C:19]([F:20])=[C:14]([Cl:13])[CH:15]=4)[NH:22][CH:23]=3)[CH2:33][CH2:34]2)=[CH:6][CH:5]=1)(=[O:3])[CH3:2]. The yield is 0.340.